This data is from Forward reaction prediction with 1.9M reactions from USPTO patents (1976-2016). The task is: Predict the product of the given reaction. The product is: [CH3:1][O:2][C:3]1[CH:11]=[CH:10][C:6]([CH2:7][CH:8]=[O:9])=[CH:5][CH:4]=1. Given the reactants [CH3:1][O:2][C:3]1[CH:11]=[CH:10][C:6]([CH2:7][CH2:8][OH:9])=[CH:5][CH:4]=1.C1C=C[NH+]=CC=1.[O-][Cr](Cl)(=O)=O.CC([O-])=O.[Na+], predict the reaction product.